This data is from Catalyst prediction with 721,799 reactions and 888 catalyst types from USPTO. The task is: Predict which catalyst facilitates the given reaction. (1) Reactant: Br[C:2]1[CH:3]=[C:4]2[C:9](=[CH:10][CH:11]=1)[NH:8][C:7](=[O:12])[CH2:6][CH2:5]2.C([Li])CCC.[C:18](=[O:20])=[O:19]. Product: [O:12]=[C:7]1[CH2:6][CH2:5][C:4]2[C:9](=[CH:10][CH:11]=[C:2]([C:18]([OH:20])=[O:19])[CH:3]=2)[NH:8]1. The catalyst class is: 1. (2) Reactant: CN([CH:4]=[O:5])C.O[C:7]1[CH:8]=[C:9]([CH:14]=[C:15]([OH:17])[CH:16]=1)[C:10]([O:12][CH3:13])=[O:11].C(=O)([O-])[O-].[K+].[K+].Br[CH2:25][CH2:26][CH2:27][CH2:28][CH2:29][CH2:30][CH2:31][CH2:32][CH2:33][CH2:34][CH2:35][CH3:36]. Product: [CH2:25]([O:17][C:15]1[CH:14]=[C:9]([CH:8]=[C:7]([O:5][CH2:4][CH2:35][CH2:34][CH2:33][CH2:32][CH2:31][CH2:30][CH2:29][CH2:28][CH2:27][CH2:26][CH3:25])[CH:16]=1)[C:10]([O:12][CH3:13])=[O:11])[CH2:26][CH2:27][CH2:28][CH2:29][CH2:30][CH2:31][CH2:32][CH2:33][CH2:34][CH2:35][CH3:36]. The catalyst class is: 6. (3) The catalyst class is: 34. Product: [CH2:44]([C@H:30]([NH:1][C:2](=[O:3])[C:4]1[CH:5]=[C:6]([C:7]#[CH:53])[CH:10]=[C:11]([C:13]([N:15]([CH2:19][CH2:20][CH3:21])[CH2:16][CH2:17][CH3:18])=[O:14])[CH:12]=1)[C@H:31]([OH:43])[CH2:32][NH:33][CH2:34][C:35]1[CH:36]=[CH:37][CH:38]=[C:24]([C:23]([F:28])([F:27])[F:22])[CH:40]=1)[C:45]1[CH:50]=[CH:49][CH:48]=[CH:47][CH:46]=1. Reactant: [NH2:1][C:2]([C:4]1[CH:5]=[C:6]([CH:10]=[C:11]([C:13]([N:15]([CH2:19][CH2:20][CH3:21])[CH2:16][CH2:17][CH3:18])=[O:14])[CH:12]=1)[C:7](O)=O)=[O:3].[F:22][C:23]([F:28])([F:27])[C:24](O)=O.N[C@@H:30]([CH2:44][C:45]1[CH:50]=[C:49](F)[CH:48]=[C:47](F)[CH:46]=1)[C@H:31]([OH:43])[CH2:32][NH:33][CH2:34][C:35]1[CH:40]=C[CH:38]=[C:37](OC)[CH:36]=1.[CH:53]1C=CC2N(O)N=NC=2C=1.C(N(C(C)C)CC)(C)C.C(Cl)CCl. (4) Reactant: [C:1]([O:5][C:6]([N:8]1[CH2:14][CH2:13][C:12]2[CH:15]=[C:16]([N+:21]([O-])=O)[C:17]([O:19][CH3:20])=[CH:18][C:11]=2[CH2:10][CH2:9]1)=[O:7])([CH3:4])([CH3:3])[CH3:2]. Product: [C:1]([O:5][C:6]([N:8]1[CH2:9][CH2:10][C:11]2[CH:18]=[C:17]([O:19][CH3:20])[C:16]([NH2:21])=[CH:15][C:12]=2[CH2:13][CH2:14]1)=[O:7])([CH3:4])([CH3:3])[CH3:2]. The catalyst class is: 29. (5) Reactant: [C:1]([O:5][C:6]([N:8]1[CH2:12][CH:11]([O:13][CH2:14][C:15]2[CH:20]=[CH:19][C:18]([F:21])=[CH:17][CH:16]=2)[CH:10]2[N:22](C(OCC3C=CC=CC=3)=O)[CH2:23][CH2:24][CH:9]12)=[O:7])([CH3:4])([CH3:3])[CH3:2]. Product: [C:1]([O:5][C:6]([N:8]1[CH2:12][CH:11]([O:13][CH2:14][C:15]2[CH:16]=[CH:17][C:18]([F:21])=[CH:19][CH:20]=2)[CH:10]2[NH:22][CH2:23][CH2:24][CH:9]12)=[O:7])([CH3:4])([CH3:2])[CH3:3]. The catalyst class is: 5. (6) Reactant: [N-:1]=[C:2]=O.[C:4]([O:8][CH2:9][CH2:10][CH2:11][CH2:12][CH2:13][CH2:14][CH2:15][CH2:16][CH2:17][CH2:18][CH2:19][CH2:20][CH2:21][CH2:22][CH2:23][CH2:24][CH2:25][CH3:26])(=[O:7])[CH:5]=[CH2:6]. Product: [C:4]([O:8][CH2:9][CH2:10][CH2:11][CH2:12][CH2:13][CH2:14][CH2:15][CH2:16][CH2:17][CH2:18][CH2:19][CH2:20][CH2:21][CH2:22][CH2:23][CH2:24][CH2:25][CH3:26])(=[O:7])[CH:5]=[CH2:6].[C:2](#[N:1])[CH:4]=[CH2:5]. The catalyst class is: 11.